This data is from Forward reaction prediction with 1.9M reactions from USPTO patents (1976-2016). The task is: Predict the product of the given reaction. Given the reactants [CH:1]1([N:5]2[CH2:11][CH2:10][C:9]3[CH:12]=[CH:13][C:14](B4OC(C)(C)C(C)(C)O4)=[CH:15][C:8]=3[CH2:7][CH2:6]2)[CH2:4][CH2:3][CH2:2]1.Br[C:26]1[CH:31]=[CH:30][C:29]([CH2:32][C:33](=[O:35])[CH3:34])=[CH:28][CH:27]=1, predict the reaction product. The product is: [CH:1]1([N:5]2[CH2:11][CH2:10][C:9]3[CH:12]=[CH:13][C:14]([C:26]4[CH:31]=[CH:30][C:29]([CH2:32][C:33](=[O:35])[CH3:34])=[CH:28][CH:27]=4)=[CH:15][C:8]=3[CH2:7][CH2:6]2)[CH2:2][CH2:3][CH2:4]1.